Dataset: Catalyst prediction with 721,799 reactions and 888 catalyst types from USPTO. Task: Predict which catalyst facilitates the given reaction. (1) Reactant: [CH2:1]1[CH2:11][CH2:10]N2[C:4](=NCCC2)[CH2:3][CH2:2]1.[CH3:12][C:13](=[O:17])[O:14][CH2:15][CH3:16]. Product: [C:1]1([C:12]2[C:13](=[O:17])[O:14][CH2:15][C:16]=2[C:4]2[CH:3]=[CH:2][CH:1]=[CH:11][CH:10]=2)[CH:11]=[CH:10][CH:4]=[CH:3][CH:2]=1. The catalyst class is: 10. (2) Reactant: [BH4-].[Na+].[CH3:3][O:4][C:5]1[CH:6]=[C:7]([CH:10]=[C:11]([O:27][CH3:28])[C:12]=1[O:13][CH2:14][C:15]1[N:16]=[C:17]([C:21]2[CH:26]=[CH:25][CH:24]=[CH:23][CH:22]=2)[O:18][C:19]=1[CH3:20])[CH:8]=[O:9].CO.O. Product: [CH3:28][O:27][C:11]1[CH:10]=[C:7]([CH:6]=[C:5]([O:4][CH3:3])[C:12]=1[O:13][CH2:14][C:15]1[N:16]=[C:17]([C:21]2[CH:26]=[CH:25][CH:24]=[CH:23][CH:22]=2)[O:18][C:19]=1[CH3:20])[CH2:8][OH:9]. The catalyst class is: 7. (3) Reactant: Cl[C:2]1[N:7]=[CH:6][N:5]=[C:4]([NH:8][C:9]2[CH:10]=[C:11]3[C:15](=[CH:16][CH:17]=2)[NH:14][N:13]=[CH:12]3)[CH:3]=1.Cl.[CH3:19][O:20][C:21]1[CH:22]=[C:23]2[C:27](=[CH:28][CH:29]=1)[CH2:26][NH:25][CH2:24]2.C([O-])([O-])=O.[K+].[K+]. Product: [CH3:19][O:20][C:21]1[CH:22]=[C:23]2[C:27](=[CH:28][CH:29]=1)[CH2:26][N:25]([C:2]1[N:7]=[CH:6][N:5]=[C:4]([NH:8][C:9]3[CH:10]=[C:11]4[C:15](=[CH:16][CH:17]=3)[NH:14][N:13]=[CH:12]4)[CH:3]=1)[CH2:24]2. The catalyst class is: 18.